Dataset: NCI-60 drug combinations with 297,098 pairs across 59 cell lines. Task: Regression. Given two drug SMILES strings and cell line genomic features, predict the synergy score measuring deviation from expected non-interaction effect. Cell line: NCI/ADR-RES. Synergy scores: CSS=15.7, Synergy_ZIP=-7.54, Synergy_Bliss=-2.98, Synergy_Loewe=-16.2, Synergy_HSA=-3.12. Drug 2: CCCCCOC(=O)NC1=NC(=O)N(C=C1F)C2C(C(C(O2)C)O)O. Drug 1: C1=C(C(=O)NC(=O)N1)N(CCCl)CCCl.